From a dataset of Full USPTO retrosynthesis dataset with 1.9M reactions from patents (1976-2016). Predict the reactants needed to synthesize the given product. (1) Given the product [Si:1]([O:8][C@H:9]1[CH2:14][CH2:13][C@H:12]([N:15]2[C:19]([Cl:35])=[C:18]([I:20])[CH:17]=[N:16]2)[CH2:11][CH2:10]1)([C:4]([CH3:7])([CH3:5])[CH3:6])([CH3:3])[CH3:2], predict the reactants needed to synthesize it. The reactants are: [Si:1]([O:8][CH:9]1[CH2:14][CH2:13][CH:12]([N:15]2[CH:19]=[C:18]([I:20])[CH:17]=[N:16]2)[CH2:11][CH2:10]1)([C:4]([CH3:7])([CH3:6])[CH3:5])([CH3:3])[CH3:2].[Li+].CC([N-]C(C)C)C.C1CCCCC1.[Cl:35]C(Cl)(Cl)C(Cl)(Cl)Cl.[NH4+].[Cl-]. (2) Given the product [CH2:1]([C:8]1[CH:9]=[N:10][C:11]2[C:16]([C:17]=1[C:18]1[CH:19]=[C:20]([NH:24][CH2:25][C:26]3[CH:27]=[CH:28][C:29]([C:30]([NH:43][CH2:42][C:41]([O:40][CH3:39])=[O:44])=[O:31])=[CH:33][CH:34]=3)[CH:21]=[CH:22][CH:23]=1)=[CH:15][CH:14]=[CH:13][C:12]=2[C:35]([F:38])([F:36])[F:37])[C:2]1[CH:3]=[CH:4][CH:5]=[CH:6][CH:7]=1, predict the reactants needed to synthesize it. The reactants are: [CH2:1]([C:8]1[CH:9]=[N:10][C:11]2[C:16]([C:17]=1[C:18]1[CH:19]=[C:20]([NH:24][CH2:25][C:26]3[CH:34]=[CH:33][C:29]([C:30](O)=[O:31])=[CH:28][CH:27]=3)[CH:21]=[CH:22][CH:23]=1)=[CH:15][CH:14]=[CH:13][C:12]=2[C:35]([F:38])([F:37])[F:36])[C:2]1[CH:7]=[CH:6][CH:5]=[CH:4][CH:3]=1.[CH3:39][O:40][C:41](=[O:44])[CH2:42][NH2:43].CCN=C=NCCCN(C)C.C1C=CC2N(O)N=NC=2C=1.